The task is: Regression/Classification. Given a drug SMILES string, predict its toxicity properties. Task type varies by dataset: regression for continuous values (e.g., LD50, hERG inhibition percentage) or binary classification for toxic/non-toxic outcomes (e.g., AMES mutagenicity, cardiotoxicity, hepatotoxicity). Dataset: ld50_zhu.. This data is from Acute oral toxicity (LD50) regression data from Zhu et al.. The molecule is NC(=O)c1ncn(C2OC(CO)C(O)C2O)c1O. The rat oral LD50 is 1.92, given as -log10 of the dose in mol/kg body weight (higher means more acutely toxic).